Dataset: Reaction yield outcomes from USPTO patents with 853,638 reactions. Task: Predict the reaction yield, written as a fraction of the theoretical maximum amount of product (1.0 means a 100% yield; for example, 0.34 means a 34% yield). (1) The reactants are [CH3:1][CH:2]([CH2:6]/[CH:7]=[C:8](\[O:10][Si](C)(C)C)/[CH3:9])[C:3]([O-:5])=[O:4].[I-].[CH3:16][N+:17]([CH3:19])=[CH2:18].[C:20](#N)[CH3:21]. No catalyst specified. The product is [CH3:18][N:17]([CH2:19][CH:7]([C:8](=[O:10])[CH3:9])[CH2:6][CH:2]([CH3:1])[C:3]([O:5][CH2:20][CH3:21])=[O:4])[CH3:16]. The yield is 0.740. (2) The reactants are [NH2:1][C:2]1[CH:28]=[CH:27][C:5]([O:6][C:7]2[CH:12]=[CH:11][N:10]=[C:9]([NH:13][C:14]([N:16]3[CH2:21][CH2:20][N:19]([CH:22]4[CH2:25][N:24]([CH3:26])[CH2:23]4)[CH2:18][CH2:17]3)=[O:15])[CH:8]=2)=[C:4]([F:29])[CH:3]=1.[F:30][C:31]1[CH:36]=[CH:35][C:34]([CH2:37][C:38]([N:40]=[C:41]=[O:42])=[O:39])=[CH:33][CH:32]=1.C(=O)([O-])O.[Na+].C(OCC)C. The catalyst is O1CCCC1.C(OCC)(=O)C.CCCCCC. The product is [F:29][C:4]1[CH:3]=[C:2]([NH:1][C:41]([NH:40][C:38](=[O:39])[CH2:37][C:34]2[CH:35]=[CH:36][C:31]([F:30])=[CH:32][CH:33]=2)=[O:42])[CH:28]=[CH:27][C:5]=1[O:6][C:7]1[CH:12]=[CH:11][N:10]=[C:9]([NH:13][C:14]([N:16]2[CH2:17][CH2:18][N:19]([CH:22]3[CH2:23][N:24]([CH3:26])[CH2:25]3)[CH2:20][CH2:21]2)=[O:15])[CH:8]=1. The yield is 0.319. (3) The reactants are Cl[C:2]1[C:11]2[C:6](=[CH:7][CH:8]=[C:9]([I:12])[CH:10]=2)[N:5]=[C:4]([C:13]([NH:15][CH2:16][CH2:17][N:18]([CH2:21][CH3:22])[CH2:19][CH3:20])=[O:14])[CH:3]=1.C(N(CC)CCNC(C1C=C(I)C=C2C=1N=CC=C2[F:41])=O)C. No catalyst specified. The product is [CH2:19]([N:18]([CH2:21][CH3:22])[CH2:17][CH2:16][NH:15][C:13]([C:4]1[CH:3]=[C:2]([F:41])[C:11]2[C:6](=[CH:7][CH:8]=[C:9]([I:12])[CH:10]=2)[N:5]=1)=[O:14])[CH3:20]. The yield is 0.480. (4) The reactants are [NH2:1][C:2]1[S:3][C:4]2[CH:10]=[C:9]([O:11][C:12]3[CH:13]=[C:14]([NH:19][C:20](=[O:32])[C:21]4[CH:26]=[CH:25][CH:24]=[C:23]([C:27]5([C:30]#[N:31])[CH2:29][CH2:28]5)[CH:22]=4)[CH:15]=[CH:16][C:17]=3[CH3:18])[CH:8]=[CH:7][C:5]=2[N:6]=1.C([O:36][CH2:37][C:38](Cl)=[O:39])(=O)C.[OH-].[Na+]. The product is [C:30]([C:27]1([C:23]2[CH:22]=[C:21]([CH:26]=[CH:25][CH:24]=2)[C:20]([NH:19][C:14]2[CH:15]=[CH:16][C:17]([CH3:18])=[C:12]([O:11][C:9]3[CH:8]=[CH:7][C:5]4[N:6]=[C:2]([NH:1][C:37](=[O:36])[CH2:38][OH:39])[S:3][C:4]=4[CH:10]=3)[CH:13]=2)=[O:32])[CH2:29][CH2:28]1)#[N:31]. No catalyst specified. The yield is 0.140. (5) The reactants are COC1C=C(C=CC=1OC)C[NH:7][C:8]1[N:9]=[C:10]([C:17]2[O:18][CH:19]=[CH:20][CH:21]=2)[C:11]2[S:16][CH:15]=[CH:14][C:12]=2[N:13]=1.C([O-])(O)=O.[Na+]. The catalyst is C(O)(C(F)(F)F)=O. The product is [O:18]1[CH:19]=[CH:20][CH:21]=[C:17]1[C:10]1[C:11]2[S:16][CH:15]=[CH:14][C:12]=2[N:13]=[C:8]([NH2:7])[N:9]=1. The yield is 0.920. (6) The reactants are [CH3:1][C:2]1[C:10]([N+:11]([O-:13])=[O:12])=[CH:9][CH:8]=[CH:7][C:3]=1[C:4]([OH:6])=[O:5].[Br:14]N1C(C)(C)C(=O)N(Br)C1=O. The catalyst is OS(O)(=O)=O. The product is [Br:14][C:8]1[CH:9]=[C:10]([N+:11]([O-:13])=[O:12])[C:2]([CH3:1])=[C:3]([CH:7]=1)[C:4]([OH:6])=[O:5]. The yield is 0.999. (7) The product is [S:19]1[CH:23]=[CH:22][C:21]([N:8]2[C:16]3[C:11](=[CH:12][CH:13]=[CH:14][CH:15]=3)[C:10](=[O:17])[C:9]2=[O:18])=[CH:20]1. The yield is 0.500. The reactants are C(N(CC)CC)C.[NH:8]1[C:16]2[C:11](=[CH:12][CH:13]=[CH:14][CH:15]=2)[C:10](=[O:17])[C:9]1=[O:18].[S:19]1[CH:23]=[CH:22][C:21](B(O)O)=[CH:20]1. The catalyst is C(Cl)Cl.C([O-])(=O)C.[Cu+2].C([O-])(=O)C. (8) The reactants are [CH3:1][C:2]1[CH:3]=[CH:4][CH:5]=[C:6]2[C:10]=1[N:9]([CH2:11][CH2:12][N:13]1[CH2:18][CH2:17][O:16][CH2:15][CH2:14]1)[CH:8]=[C:7]2[C:19](O)=[O:20].Cl.[C:23]([O:27][C:28](=[O:43])[NH:29][CH2:30][C:31]1[CH:36]=[CH:35][CH:34]=[C:33]([CH:37]2[CH2:42][CH2:41][NH:40][CH2:39][CH2:38]2)[CH:32]=1)([CH3:26])([CH3:25])[CH3:24].Cl.CN(C)CCCN=C=NCC.C(N(CC)CC)C. The catalyst is ClCCl.[Cl-].[NH4+]. The product is [C:23]([O:27][C:28](=[O:43])[NH:29][CH2:30][C:31]1[CH:36]=[CH:35][CH:34]=[C:33]([CH:37]2[CH2:42][CH2:41][N:40]([C:19]([C:7]3[C:6]4[C:10](=[C:2]([CH3:1])[CH:3]=[CH:4][CH:5]=4)[N:9]([CH2:11][CH2:12][N:13]4[CH2:18][CH2:17][O:16][CH2:15][CH2:14]4)[CH:8]=3)=[O:20])[CH2:39][CH2:38]2)[CH:32]=1)([CH3:26])([CH3:24])[CH3:25]. The yield is 0.440. (9) The reactants are [CH3:1][O:2][C:3]1[CH:4]=[C:5]2[C:10](=[CH:11][CH:12]=1)[N:9]=[C:8]([C:13]1[CH:14]=[N:15][CH:16]=[CH:17][CH:18]=1)[NH:7][C:6]2=O.ClCCl.P(Br)(Br)[Br:24].[OH-].[NH4+]. The catalyst is CN(C=O)C. The product is [Br:24][C:6]1[C:5]2[C:10](=[CH:11][CH:12]=[C:3]([O:2][CH3:1])[CH:4]=2)[N:9]=[C:8]([C:13]2[CH:14]=[N:15][CH:16]=[CH:17][CH:18]=2)[N:7]=1. The yield is 0.920. (10) The reactants are Cl[C:2]1[CH:7]=[CH:6][N:5]=[C:4]2[CH:8]=[C:9]([S:11]([N:14]([O:16][CH3:17])[CH3:15])(=[O:13])=[O:12])[S:10][C:3]=12.[F:18][C:19]1[CH:24]=[C:23]([N+:25]([O-:27])=[O:26])[CH:22]=[CH:21][C:20]=1[OH:28].C([O-])([O-])=O.[K+].[K+]. The catalyst is C1(OC2C=CC=CC=2)C=CC=CC=1.C(Cl)Cl. The product is [F:18][C:19]1[CH:24]=[C:23]([N+:25]([O-:27])=[O:26])[CH:22]=[CH:21][C:20]=1[O:28][C:2]1[CH:7]=[CH:6][N:5]=[C:4]2[CH:8]=[C:9]([S:11]([N:14]([O:16][CH3:17])[CH3:15])(=[O:13])=[O:12])[S:10][C:3]=12. The yield is 0.400.